From a dataset of Forward reaction prediction with 1.9M reactions from USPTO patents (1976-2016). Predict the product of the given reaction. (1) Given the reactants [NH2:1][N:2]1[N:11]=[C:10]([CH:12]2[CH2:15][CH2:14][CH2:13]2)[C:9]2[C:4](=[CH:5][CH:6]=[CH:7][CH:8]=2)[C:3]1=[O:16].[C@@H:17]12[CH2:23][C@@H:20]([CH:21]=[CH:22]1)[CH2:19][C@H:18]2[CH2:24][C:25](O)=[O:26], predict the reaction product. The product is: [C@@H:17]12[CH2:23][C@@H:20]([CH:21]=[CH:22]1)[CH2:19][C@H:18]2[CH2:24][C:25]([NH:1][N:2]1[N:11]=[C:10]([CH:12]2[CH2:15][CH2:14][CH2:13]2)[C:9]2[C:4](=[CH:5][CH:6]=[CH:7][CH:8]=2)[C:3]1=[O:16])=[O:26]. (2) The product is: [CH2:1]([C:3]1[CH:4]=[CH:5][C:6]([CH:9]2[CH2:10][CH:11]([C:23]3[O:25][N:34]=[C:28]([O:29][CH2:30][CH2:31][O:32][CH3:33])[N:27]=3)[CH2:12][N:13]([C:15]([N:17]3[CH2:22][CH2:21][S:20][CH2:19][CH2:18]3)=[O:16])[CH2:14]2)=[CH:7][CH:8]=1)[CH3:2]. Given the reactants [CH2:1]([C:3]1[CH:8]=[CH:7][C:6]([CH:9]2[CH2:14][N:13]([C:15]([N:17]3[CH2:22][CH2:21][S:20][CH2:19][CH2:18]3)=[O:16])[CH2:12][CH:11]([C:23]([OH:25])=O)[CH2:10]2)=[CH:5][CH:4]=1)[CH3:2].O[NH:27][C:28](=[NH:34])[O:29][CH2:30][CH2:31][O:32][CH3:33], predict the reaction product. (3) Given the reactants [C:1](/[C:4](=[CH:12]/[CH3:13])/[CH2:5][CH2:6][C:7]([O:9][CH2:10][CH3:11])=[O:8])(=[O:3])[CH3:2].[Si:14](OS(C(F)(F)F)(=O)=O)([CH2:19][CH3:20])([CH2:17][CH3:18])[CH2:15][CH3:16].CCN(CC)CC, predict the reaction product. The product is: [CH2:15]([Si:14]([CH2:19][CH3:20])([CH2:17][CH3:18])[O:3][C:1](/[C:4](=[CH:12]/[CH3:13])/[CH2:5][CH2:6][C:7]([O:9][CH2:10][CH3:11])=[O:8])=[CH2:2])[CH3:16]. (4) Given the reactants [NH2:1][C@H:2]1[CH2:7][CH2:6][CH2:5][CH2:4][C@H:3]1[NH:8][C:9](=[O:24])[C:10]1[C:15]([S:16][CH3:17])=[CH:14][C:13]([C:18]([F:21])([F:20])[F:19])=[CH:12][C:11]=1[O:22][CH3:23].[C:25]1(=O)[CH2:29][CH2:28][CH2:27][CH2:26]1, predict the reaction product. The product is: [CH:25]1([NH:1][CH:2]2[CH2:7][CH2:6][CH2:5][CH2:4][CH:3]2[NH:8][C:9](=[O:24])[C:10]2[C:15]([S:16][CH3:17])=[CH:14][C:13]([C:18]([F:20])([F:21])[F:19])=[CH:12][C:11]=2[O:22][CH3:23])[CH2:29][CH2:28][CH2:27][CH2:26]1. (5) Given the reactants [CH2:1]([N:8]1[CH2:17][CH2:16][C:15]2[C:14](=O)[NH:13][CH:12]=[N:11][C:10]=2[CH2:9]1)[C:2]1[CH:7]=[CH:6][CH:5]=[CH:4][CH:3]=1.C(N(CC)C1C=CC=CC=1)C.O=P(Cl)(Cl)[Cl:32], predict the reaction product. The product is: [CH2:1]([N:8]1[CH2:17][CH2:16][C:15]2[C:14]([Cl:32])=[N:13][CH:12]=[N:11][C:10]=2[CH2:9]1)[C:2]1[CH:7]=[CH:6][CH:5]=[CH:4][CH:3]=1. (6) Given the reactants Cl[C:2]1[C:7]([N+:8]([O-:10])=[O:9])=[CH:6][CH:5]=[C:4]([Cl:11])[N:3]=1.[C:12]([O:16][C:17]([N:19]1[CH2:24][CH2:23][NH:22][CH2:21][CH2:20]1)=[O:18])([CH3:15])([CH3:14])[CH3:13], predict the reaction product. The product is: [C:12]([O:16][C:17]([N:19]1[CH2:24][CH2:23][N:22]([C:2]2[C:7]([N+:8]([O-:10])=[O:9])=[CH:6][CH:5]=[C:4]([Cl:11])[N:3]=2)[CH2:21][CH2:20]1)=[O:18])([CH3:15])([CH3:13])[CH3:14]. (7) Given the reactants [CH3:1][C:2]1[CH:7]=[CH:6][C:5](B(O)O)=[CH:4][C:3]=1[CH:11]1[C:16](=[O:17])[C:15]([CH3:19])([CH3:18])[O:14][C:13]([CH3:21])([CH3:20])[C:12]1=[O:22].Br[C:24]1[C:29]([Cl:30])=[CH:28][C:27]([Cl:31])=[CH:26][N:25]=1.[Na].[Na].[Na].S(C1C=C(P(C2C=CC=C(S(O)(=O)=O)C=2)C2C=CC=C(S(O)(=O)=O)C=2)C=CC=1)(O)(=O)=O.P([O-])([O-])([O-])=O.[K+].[K+].[K+], predict the reaction product. The product is: [Cl:30][C:29]1[C:24]([C:5]2[CH:6]=[CH:7][C:2]([CH3:1])=[C:3]([CH:11]3[C:16](=[O:17])[C:15]([CH3:19])([CH3:18])[O:14][C:13]([CH3:21])([CH3:20])[C:12]3=[O:22])[CH:4]=2)=[N:25][CH:26]=[C:27]([Cl:31])[CH:28]=1.